Dataset: Forward reaction prediction with 1.9M reactions from USPTO patents (1976-2016). Task: Predict the product of the given reaction. (1) Given the reactants Cl.[Cl:2][C:3]1[CH:28]=[CH:27][C:6]([C:7]([CH:9]2[CH2:14][CH2:13][N:12]([CH2:15][CH2:16][NH:17][C:18](=[O:26])[C:19]3[CH:24]=[CH:23][CH:22]=[C:21]([OH:25])[CH:20]=3)[CH2:11][CH2:10]2)=[O:8])=[CH:5][CH:4]=1.Cl[CH2:30][C:31]([NH:33][CH3:34])=[O:32].O.Cl, predict the reaction product. The product is: [ClH:2].[Cl:2][C:3]1[CH:4]=[CH:5][C:6]([C:7]([CH:9]2[CH2:10][CH2:11][N:12]([CH2:15][CH2:16][NH:17][C:18](=[O:26])[C:19]3[CH:24]=[CH:23][CH:22]=[C:21]([O:25][CH2:30][C:31]([NH:33][CH3:34])=[O:32])[CH:20]=3)[CH2:13][CH2:14]2)=[O:8])=[CH:27][CH:28]=1. (2) The product is: [CH3:9][O:7][C:1](=[O:8])[CH:2]=[CH:3][CH:4]=[CH:5][CH3:6]. Given the reactants [C:1]([OH:8])(=[O:7])/[CH:2]=[CH:3]/[CH:4]=[CH:5]/[CH3:6].[CH3:9][Si](Cl)(C)C, predict the reaction product. (3) Given the reactants S([O-])(=O)(=O)[CH3:2].[NH2:6][C:7](=[N:21][OH:22])[CH2:8][CH:9]1[CH2:14][CH2:13][N:12]([C:15]([O:17][CH:18]([CH3:20])[CH3:19])=[O:16])[CH2:11][CH2:10]1, predict the reaction product. The product is: [NH2:6][C:7](=[N:21][OH:22])[CH2:8][CH:9]1[CH2:14][CH2:13][N:12]([C:15]([O:17][C:18]([CH3:2])([CH3:20])[CH3:19])=[O:16])[CH2:11][CH2:10]1. (4) Given the reactants [Cl:1][C:2]1[CH:3]=[C:4]([NH:8][C:9]([CH:11]2[CH2:16][NH:15][CH2:14][CH2:13][N:12]2[C:17]2[C:18]3[N:26]=[C:25](Cl)[CH:24]=[CH:23][C:19]=3[N:20]=[CH:21][N:22]=2)=[O:10])[CH:5]=[CH:6][CH:7]=1.[CH3:28][O:29][C:30]1[CH:35]=[C:34](B2OC(C)(C)C(C)(C)O2)[CH:33]=[CH:32][C:31]=1[OH:45].C(=O)([O-])[O-].[K+].[K+], predict the reaction product. The product is: [Cl:1][C:2]1[CH:3]=[C:4]([NH:8][C:9]([CH:11]2[CH2:16][NH:15][CH2:14][CH2:13][N:12]2[C:17]2[C:18]3[N:26]=[C:25]([C:34]4[CH:33]=[CH:32][C:31]([OH:45])=[C:30]([O:29][CH3:28])[CH:35]=4)[CH:24]=[CH:23][C:19]=3[N:20]=[CH:21][N:22]=2)=[O:10])[CH:5]=[CH:6][CH:7]=1. (5) Given the reactants [C:1]([NH:5][C:6]1[N:7]=[C:8](Cl)[CH:9]=[C:10]2[C:15]=1[C:14](=[O:16])[N:13]([CH2:17][CH2:18][S:19]([CH3:22])(=[O:21])=[O:20])[CH:12]=[CH:11]2)([CH3:4])([CH3:3])[CH3:2].[NH2:24][C:25]1[CH:30]=[N:29][CH:28]=[CH:27][N:26]=1.C([O-])([O-])=O.[Na+].[Na+].CC1(C)C2C(=C(P(C3C=CC=CC=3)C3C=CC=CC=3)C=CC=2)OC2C(P(C3C=CC=CC=3)C3C=CC=CC=3)=CC=CC1=2, predict the reaction product. The product is: [C:1]([NH:5][C:6]1[N:7]=[C:8]([NH:24][C:25]2[CH:30]=[N:29][CH:28]=[CH:27][N:26]=2)[CH:9]=[C:10]2[C:15]=1[C:14](=[O:16])[N:13]([CH2:17][CH2:18][S:19]([CH3:22])(=[O:21])=[O:20])[CH:12]=[CH:11]2)([CH3:4])([CH3:3])[CH3:2]. (6) Given the reactants [CH3:1][S:2](Cl)(=[O:4])=[O:3].C1COCC1.[OH:11][CH2:12][CH2:13][CH2:14][N:15]([CH2:28][CH2:29][N:30]1[CH:35]=[CH:34][C:33]2[CH:36]=[CH:37][O:38][C:32]=2[C:31]1=[O:39])[S:16]([C:19]1[CH:24]=[CH:23][CH:22]=[CH:21][C:20]=1[N+:25]([O-:27])=[O:26])(=[O:18])=[O:17].C(N(CC)CC)C, predict the reaction product. The product is: [CH3:1][S:2]([O:11][CH2:12][CH2:13][CH2:14][N:15]([S:16]([C:19]1[CH:24]=[CH:23][CH:22]=[CH:21][C:20]=1[N+:25]([O-:27])=[O:26])(=[O:17])=[O:18])[CH2:28][CH2:29][N:30]1[CH:35]=[CH:34][C:33]2[CH:36]=[CH:37][O:38][C:32]=2[C:31]1=[O:39])(=[O:4])=[O:3].